This data is from Full USPTO retrosynthesis dataset with 1.9M reactions from patents (1976-2016). The task is: Predict the reactants needed to synthesize the given product. (1) Given the product [CH2:32]([C:31]1[N:7]=[C:2]([CH2:3][CH2:4][CH3:5])[NH:6][C:27](=[O:28])[C:26]=1[CH2:25][C:22]1[CH:21]=[CH:20][C:19]([C:14]2[C:13]([C:11]#[N:12])=[CH:18][CH:17]=[CH:16][CH:15]=2)=[CH:24][CH:23]=1)[CH2:33][CH2:34][CH3:35], predict the reactants needed to synthesize it. The reactants are: Cl.[C:2](=[NH:7])([NH2:6])[CH2:3][CH2:4][CH3:5].C[O-].[Na+].[C:11]([C:13]1[CH:18]=[CH:17][CH:16]=[CH:15][C:14]=1[C:19]1[CH:24]=[CH:23][C:22]([CH2:25][CH:26]([C:31](=O)[CH2:32][CH2:33][CH2:34][CH3:35])[C:27](OC)=[O:28])=[CH:21][CH:20]=1)#[N:12]. (2) Given the product [F:2][C:3]1[C:4]([CH3:11])=[C:5]([N:9]2[C:18]([OH:26])=[CH:19][C:20]([C:21]([O:23][CH2:24][CH3:25])=[O:22])=[N:10]2)[CH:6]=[CH:7][CH:8]=1, predict the reactants needed to synthesize it. The reactants are: Cl.[F:2][C:3]1[C:4]([CH3:11])=[C:5]([NH:9][NH2:10])[CH:6]=[CH:7][CH:8]=1.C(=O)([O-])[O-].[K+].[K+].[C:18](OCC)(=[O:26])[C:19]#[C:20][C:21]([O:23][CH2:24][CH3:25])=[O:22]. (3) Given the product [N:30]1[CH:31]=[CH:32][CH:33]=[N:34][C:29]=1[C:21]1[O:22][C:23]2=[CH:24][N:25]=[CH:26][CH:27]=[C:28]2[C:20]=1[NH:19][C:15]1[CH:14]=[C:13]2[C:18](=[CH:17][CH:16]=1)/[C:10](=[N:9]/[OH:8])/[NH:11][CH2:12]2, predict the reactants needed to synthesize it. The reactants are: CC1([O:8]/[N:9]=[C:10]2\[NH:11][CH2:12][C:13]3[C:18]\2=[CH:17][CH:16]=[C:15]([NH:19][C:20]2[C:28]4[C:23](=[CH:24][N:25]=[CH:26][CH:27]=4)[O:22][C:21]=2[C:29]2[N:34]=[CH:33][CH:32]=[CH:31][N:30]=2)[CH:14]=3)C=CC=CC1. (4) The reactants are: [CH2:1]([C:10]1[C:18]2[C:13](=[CH:14][CH:15]=[CH:16][CH:17]=2)[NH:12][C:11]=1C(O)=O)[C:2]([C:4]1[CH:9]=[CH:8][CH:7]=[CH:6]C=1)=O.[OH2:22].[NH2:23][NH2:24].[CH3:25]O. Given the product [C:2]1([C:1]2[C:10]3=[CH:11][NH:12][C:13]4[CH:14]=[CH:15][CH:16]=[C:17]([C:18]=43)[C:25](=[O:22])[NH:24][N:23]=2)[CH:4]=[CH:9][CH:8]=[CH:7][CH:6]=1, predict the reactants needed to synthesize it. (5) Given the product [O:1]1[C:5]2[CH:6]=[CH:7][CH:8]=[CH:9][C:4]=2[N:3]=[C:2]1[C:10]1[CH:26]=[CH:25][C:13]2[N:14]([CH:19]3[CH2:20][CH2:21][O:22][CH2:23][CH2:24]3)[C:15]([CH2:17][N:36]([CH3:37])[CH3:35])=[N:16][C:12]=2[CH:11]=1, predict the reactants needed to synthesize it. The reactants are: [O:1]1[C:5]2[CH:6]=[CH:7][CH:8]=[CH:9][C:4]=2[N:3]=[C:2]1[C:10]1[CH:26]=[CH:25][C:13]2[N:14]([CH:19]3[CH2:24][CH2:23][O:22][CH2:21][CH2:20]3)[C:15]([CH2:17]O)=[N:16][C:12]=2[CH:11]=1.C(Cl)(=O)C(Cl)=O.[I-].[Na+].[CH3:35][NH:36][CH3:37]. (6) Given the product [CH:12]([CH:13]1[CH2:19][CH2:18][CH2:17][N:16]([C:20]([O:22][C:23]([CH3:26])([CH3:25])[CH3:24])=[O:21])[CH2:15][CH2:14]1)=[O:11], predict the reactants needed to synthesize it. The reactants are: CS(C)=O.C(Cl)(=O)C(Cl)=O.[OH:11][CH2:12][CH:13]1[CH2:19][CH2:18][CH2:17][N:16]([C:20]([O:22][C:23]([CH3:26])([CH3:25])[CH3:24])=[O:21])[CH2:15][CH2:14]1.C(N(CC)CC)C. (7) Given the product [Na+:34].[Na+:34].[NH2:1][C:2]1[NH:7][C:6]2[NH:8][CH:9]=[C:10]([CH2:11][CH2:12][C:13]3[CH:14]=[CH:15][C:16]([C:17]([NH:19][C@H:20]([C:26]([O-:28])=[O:27])[CH2:21][CH2:22][C:23]([O-:25])=[O:24])=[O:18])=[CH:29][CH:30]=3)[C:5]=2[C:4](=[O:31])[N:3]=1, predict the reactants needed to synthesize it. The reactants are: [NH2:1][C:2]1[NH:7][C:6]2[NH:8][CH:9]=[C:10]([CH2:11][CH2:12][C:13]3[CH:30]=[CH:29][C:16]([C:17]([NH:19][C@H:20]([C:26]([OH:28])=[O:27])[CH2:21][CH2:22][C:23]([OH:25])=[O:24])=[O:18])=[CH:15][CH:14]=3)[C:5]=2[C:4](=[O:31])[N:3]=1.Cl.[OH-].[Na+:34]. (8) Given the product [CH2:22]([N:11]([CH2:9][CH3:10])[C:12](=[O:21])[O:13][C:14]1[CH:19]=[CH:18][CH:17]=[C:16]([Cl:20])[C:15]=1[CH2:4][CH3:5])[CH3:23], predict the reactants needed to synthesize it. The reactants are: CN([CH2:4][CH2:5]N(C)C)C.[CH2:9]([N:11]([CH2:22][CH3:23])[C:12](=[O:21])[O:13][C:14]1[CH:19]=[CH:18][CH:17]=[C:16]([Cl:20])[CH:15]=1)[CH3:10].C([Li])(CC)C.C(I)C.